This data is from Reaction yield outcomes from USPTO patents with 853,638 reactions. The task is: Predict the reaction yield, written as a fraction of the theoretical maximum amount of product (1.0 means a 100% yield; for example, 0.34 means a 34% yield). (1) The reactants are [CH3:1][C:2]1[C:6]([CH3:7])=[CH:5][NH:4][N:3]=1.[P:8](=[O:12])([OH:11])([OH:10])[OH:9]. The catalyst is O. The product is [P:8]([O-:12])([OH:11])([OH:10])=[O:9].[CH3:1][C:2]1[NH:3][NH+:4]=[CH:5][C:6]=1[CH3:7]. The yield is 0.980. (2) The reactants are [C:1]([C:6]1[CH:11]=[CH:10][C:9]([C@H:12]2[CH2:17][CH2:16][C@H:15]([C:18]([O:20][CH3:21])=[O:19])[CH2:14][CH2:13]2)=[CH:8][CH:7]=1)(=[O:5])[CH:2]([CH3:4])[OH:3]. The catalyst is C(Cl)Cl. The product is [C:1]([C:6]1[CH:11]=[CH:10][C:9]([C@H:12]2[CH2:17][CH2:16][C@H:15]([C:18]([O:20][CH3:21])=[O:19])[CH2:14][CH2:13]2)=[CH:8][CH:7]=1)(=[O:5])[C:2]([CH3:4])=[O:3]. The yield is 0.880.